Dataset: NCI-60 drug combinations with 297,098 pairs across 59 cell lines. Task: Regression. Given two drug SMILES strings and cell line genomic features, predict the synergy score measuring deviation from expected non-interaction effect. Drug 1: CCC(=C(C1=CC=CC=C1)C2=CC=C(C=C2)OCCN(C)C)C3=CC=CC=C3.C(C(=O)O)C(CC(=O)O)(C(=O)O)O. Drug 2: CC1=C(C(=CC=C1)Cl)NC(=O)C2=CN=C(S2)NC3=CC(=NC(=N3)C)N4CCN(CC4)CCO. Cell line: RPMI-8226. Synergy scores: CSS=-0.811, Synergy_ZIP=1.98, Synergy_Bliss=2.73, Synergy_Loewe=0.426, Synergy_HSA=-0.179.